Dataset: Forward reaction prediction with 1.9M reactions from USPTO patents (1976-2016). Task: Predict the product of the given reaction. (1) Given the reactants [C:1](=[O:23])(OC1C=CC([N+]([O-])=O)=CC=1)[O:2][CH2:3][C:4]1[CH:9]=[CH:8][C:7]([N:10]=[N+:11]=[N-:12])=[CH:6][CH:5]=1.[S:24]1[CH2:28][C@@H:27]([C:29]([OH:31])=[O:30])[NH:26][CH2:25]1.C(N(CC)CC)C.C(O)=O, predict the reaction product. The product is: [N:10]([C:7]1[CH:6]=[CH:5][C:4]([CH2:3][O:2][C:1]([N:26]2[C@H:27]([C:29]([OH:31])=[O:30])[CH2:28][S:24][CH2:25]2)=[O:23])=[CH:9][CH:8]=1)=[N+:11]=[N-:12]. (2) Given the reactants C(OC(OC(C)(C)C)=O)(OC(C)(C)C)=O.[NH2:16][C:17]([C:24]1[CH:29]=[CH:28][CH:27]=[CH:26][CH:25]=1)([CH2:21][O:22][CH3:23])[C:18]([OH:20])=[O:19].[OH-].[Na+].[N:32]12[CH2:39][CH2:38][CH:35]([CH2:36][CH2:37]1)[C@@H:34](O)[CH2:33]2.OC1C2N=NNC=2C=CC=1.C1(N=C=NC2CCCCC2)CCCCC1.[ClH:66], predict the reaction product. The product is: [ClH:66].[ClH:66].[NH2:16][C:17]([C:24]1[CH:29]=[CH:28][CH:27]=[CH:26][CH:25]=1)([CH2:21][O:22][CH3:23])[C:18]([O:20][C@@H:34]1[CH:35]2[CH2:38][CH2:39][N:32]([CH2:37][CH2:36]2)[CH2:33]1)=[O:19]. (3) The product is: [C:1]([O:5][C:6](=[O:27])[NH:7][C@H:8]1[CH2:13][CH2:12][C@H:11]([NH2:14])[CH2:10][C@@H:9]1[O:25][CH3:26])([CH3:4])([CH3:3])[CH3:2]. Given the reactants [C:1]([O:5][C:6](=[O:27])[NH:7][C@H:8]1[CH2:13][CH2:12][C@H:11]([NH:14]C(OCC2C=CC=CC=2)=O)[CH2:10][C@@H:9]1[O:25][CH3:26])([CH3:4])([CH3:3])[CH3:2], predict the reaction product. (4) Given the reactants COC(C1C=C(O)C2C(=C(OCC3C=CC=CC=3)C=CC=2)[N:6]=1)=O.C[O:25][C:26]([C:28]1[C:37]([Br:38])=[C:36]([OH:39])[C:35]2[C:30](=[CH:31][CH:32]=[CH:33][CH:34]=2)[N:29]=1)=[O:27], predict the reaction product. The product is: [Br:38][C:37]1[C:28]([C:26]([OH:25])=[O:27])=[N:29][C:30]2[C:35]([C:36]=1[OH:39])=[CH:34][CH:33]=[CH:32][C:31]=2[NH2:6].